Dataset: Catalyst prediction with 721,799 reactions and 888 catalyst types from USPTO. Task: Predict which catalyst facilitates the given reaction. (1) Reactant: Cl[C:2]1[C:7]([F:8])=[C:6](Cl)[N:5]=[C:4]([CH3:10])[N:3]=1.[NH:11]1[CH2:15][CH:14]=[CH:13][CH2:12]1.CCN(C(C)C)C(C)C.[Cl-].[NH2:26][NH2:27]. Product: [N:11]1([C:2]2[C:7]([F:8])=[C:6]([NH:26][NH2:27])[N:5]=[C:4]([CH3:10])[N:3]=2)[CH2:15][CH:14]=[CH:13][CH2:12]1. The catalyst class is: 376. (2) Reactant: [CH2:1]([NH:4][C:5]1[CH:14]=[CH:13][C:8]2[N:9]=[C:10]([SH:12])[S:11][C:7]=2[CH:6]=1)[CH2:2][CH3:3].C(Cl)(Cl)Cl.C([O-])(O)=O.[Na+].[Cl:24][C:25](Cl)([O:27]C(=O)OC(Cl)(Cl)Cl)Cl. Product: [SH:12][C:10]1[S:11][C:7]2[CH:6]=[C:5]([N:4]([CH2:1][CH2:2][CH3:3])[C:25]([Cl:24])=[O:27])[CH:14]=[CH:13][C:8]=2[N:9]=1. The catalyst class is: 2. (3) Reactant: [CH2:1]([O:3][C:4]1[N:8]([CH2:9][C:10]2[CH:15]=[CH:14][C:13]([C:16]3[CH:21]=[CH:20][CH:19]=[CH:18][C:17]=3[C:22]3[NH:26][C:25](=[O:27])[O:24][N:23]=3)=[CH:12][CH:11]=2)[C:7]2[C:28]([C:32]([OH:34])=[O:33])=[CH:29][CH:30]=[CH:31][C:6]=2[N:5]=1)[CH3:2].Cl[CH:36]1[CH2:40][O:39][C:38](=[O:41])[O:37]1.C(N(CC)CC)C. Product: [CH2:1]([O:3][C:4]1[N:8]([CH2:9][C:10]2[CH:11]=[CH:12][C:13]([C:16]3[CH:21]=[CH:20][CH:19]=[CH:18][C:17]=3[C:22]3[NH:26][C:25](=[O:27])[O:24][N:23]=3)=[CH:14][CH:15]=2)[C:7]2[C:28]([C:32]([O:34][CH:36]3[CH2:40][O:39][C:38](=[O:41])[O:37]3)=[O:33])=[CH:29][CH:30]=[CH:31][C:6]=2[N:5]=1)[CH3:2]. The catalyst class is: 3. (4) Reactant: C[O:2][C:3]([C:5]1[CH:29]=[CH:28][C:8]2[N:9]([CH2:26][CH3:27])[C:10]([NH:12][C:13]3[S:14][C:15]4[CH:21]=[C:20]([C:22]([F:25])([F:24])[F:23])[CH:19]=[CH:18][C:16]=4[N:17]=3)=[N:11][C:7]=2[CH:6]=1)=[O:4].[OH-].[Na+].CO. Product: [CH2:26]([N:9]1[C:8]2[CH:28]=[CH:29][C:5]([C:3]([OH:4])=[O:2])=[CH:6][C:7]=2[N:11]=[C:10]1[NH:12][C:13]1[S:14][C:15]2[CH:21]=[C:20]([C:22]([F:25])([F:24])[F:23])[CH:19]=[CH:18][C:16]=2[N:17]=1)[CH3:27]. The catalyst class is: 1. (5) Product: [F:24][C:2]([F:1])([F:23])[CH:3]([C:14]1[CH:15]=[C:16]([Cl:22])[C:17]([Cl:21])=[C:18]([Cl:20])[CH:19]=1)/[CH:4]=[CH:5]/[C:6]1[CH:11]=[CH:10][C:9]([O:12][NH:13][C:59]([CH:56]2[CH2:58][CH2:57]2)=[O:60])=[CH:8][CH:7]=1. Reactant: [F:1][C:2]([F:24])([F:23])[CH:3]([C:14]1[CH:19]=[C:18]([Cl:20])[C:17]([Cl:21])=[C:16]([Cl:22])[CH:15]=1)/[CH:4]=[CH:5]/[C:6]1[CH:11]=[CH:10][C:9]([O:12][NH2:13])=[CH:8][CH:7]=1.CCN=C=NCCCN(C)C.Cl.C1C=CC2N(O)N=NC=2C=1.CCN(C(C)C)C(C)C.[CH:56]1([C:59](O)=[O:60])[CH2:58][CH2:57]1. The catalyst class is: 34. (6) Reactant: O.[NH2:2][NH2:3].[CH3:4][O:5][C:6]1[CH:7]=[CH:8][C:9]2[N:13]([CH3:14])[C:12](=[O:15])[N:11]([CH2:16][C@H:17]3[CH2:22][CH2:21][C@H:20]([C:23](=O)[CH2:24][C:25]([C:27]4[CH:32]=[CH:31][N:30]=[CH:29][CH:28]=4)=O)[CH2:19][CH2:18]3)[C:10]=2[CH:34]=1. The catalyst class is: 14. Product: [CH3:4][O:5][C:6]1[CH:7]=[CH:8][C:9]2[N:13]([CH3:14])[C:12](=[O:15])[N:11]([CH2:16][C@H:17]3[CH2:22][CH2:21][C@H:20]([C:23]4[NH:2][N:3]=[C:25]([C:27]5[CH:32]=[CH:31][N:30]=[CH:29][CH:28]=5)[CH:24]=4)[CH2:19][CH2:18]3)[C:10]=2[CH:34]=1. (7) Reactant: Br[C:2]1[CH:7]=[CH:6][C:5]([C:8]2[N:9]=[C:10]([CH:18]3[CH2:21][CH2:20][CH2:19]3)[N:11]3[CH:16]=[CH:15][N:14]=[C:13]([NH2:17])[C:12]=23)=[CH:4][CH:3]=1.[S:22]1[C:26]2[CH:27]=[CH:28][CH:29]=[CH:30][C:25]=2[CH:24]=[C:23]1B(O)O.O1CCOCC1.O. Product: [S:22]1[C:23]([C:2]2[CH:7]=[CH:6][C:5]([C:8]3[N:9]=[C:10]([CH:18]4[CH2:21][CH2:20][CH2:19]4)[N:11]4[CH:16]=[CH:15][N:14]=[C:13]([NH2:17])[C:12]=34)=[CH:4][CH:3]=2)=[CH:24][C:25]2[CH:30]=[CH:29][CH:28]=[CH:27][C:26]1=2. The catalyst class is: 73.